Task: Predict the product of the given reaction.. Dataset: Forward reaction prediction with 1.9M reactions from USPTO patents (1976-2016) Given the reactants [CH2:1]([N:5]1[C:13]2[C:12](=[O:14])[N:11]([CH2:15][C:16]3[CH:21]=[CH:20][CH:19]=[CH:18][C:17]=3[C:22]#[N:23])[C:10](Cl)=[N:9][C:8]=2[N:7]=[C:6]1[N:25]1[CH2:30][CH2:29][N:28]([C:31]([O:33][C:34]([CH3:37])([CH3:36])[CH3:35])=[O:32])[CH2:27][CH2:26]1)[C:2]#[C:3][CH3:4].[CH3:38][NH:39][CH3:40], predict the reaction product. The product is: [CH2:1]([N:5]1[C:13]2[C:12](=[O:14])[N:11]([CH2:15][C:16]3[CH:21]=[CH:20][CH:19]=[CH:18][C:17]=3[C:22]#[N:23])[C:10]([N:39]([CH3:40])[CH3:38])=[N:9][C:8]=2[N:7]=[C:6]1[N:25]1[CH2:30][CH2:29][N:28]([C:31]([O:33][C:34]([CH3:37])([CH3:36])[CH3:35])=[O:32])[CH2:27][CH2:26]1)[C:2]#[C:3][CH3:4].